From a dataset of Catalyst prediction with 721,799 reactions and 888 catalyst types from USPTO. Predict which catalyst facilitates the given reaction. (1) Reactant: [C:1]([C:5]1[CH:39]=[CH:38][C:8]([CH2:9][N:10]2[C:14](=[O:15])[N:13]([CH2:16][CH3:17])[C:12]([CH2:18][CH2:19][CH2:20][C:21]3[CH:26]=[CH:25][C:24]([C:27]4[CH:32]=[CH:31][C:30]([CH:33]([OH:37])[C:34](O)=[O:35])=[CH:29][CH:28]=4)=[CH:23][CH:22]=3)=[N:11]2)=[CH:7][CH:6]=1)([CH3:4])([CH3:3])[CH3:2].[CH:40]1([NH2:43])[CH2:42][CH2:41]1.CN(C(ON1N=NC2C=CC=NC1=2)=[N+](C)C)C.F[P-](F)(F)(F)(F)F.C(N(C(C)C)CC)(C)C. Product: [C:1]([C:5]1[CH:39]=[CH:38][C:8]([CH2:9][N:10]2[C:14](=[O:15])[N:13]([CH2:16][CH3:17])[C:12]([CH2:18][CH2:19][CH2:20][C:21]3[CH:22]=[CH:23][C:24]([C:27]4[CH:28]=[CH:29][C:30]([CH:33]([OH:37])[C:34]([NH:43][CH:40]5[CH2:42][CH2:41]5)=[O:35])=[CH:31][CH:32]=4)=[CH:25][CH:26]=3)=[N:11]2)=[CH:7][CH:6]=1)([CH3:2])([CH3:4])[CH3:3]. The catalyst class is: 215. (2) Reactant: [CH2:1]([O:3][C:4](=[O:15])[CH2:5][C:6]1[CH:11]=[CH:10][C:9]([N+:12]([O-])=O)=[CH:8][CH:7]=1)[CH3:2]. Product: [CH2:1]([O:3][C:4](=[O:15])[CH2:5][C:6]1[CH:7]=[CH:8][C:9]([NH2:12])=[CH:10][CH:11]=1)[CH3:2]. The catalyst class is: 19. (3) Reactant: [C:1]([O:5][C@@H:6]([C:12]1[C:35]([CH3:36])=[CH:34][C:15]2[N:16]=[C:17]([C:19]3[CH:24]=[CH:23][CH:22]=[C:21]([N:25]4[CH:30]=[C:29]([CH3:31])[C:28](=[O:32])[NH:27][C:26]4=[O:33])[CH:20]=3)[S:18][C:14]=2[C:13]=1[C:37]1[CH:42]=[CH:41][C:40]([Cl:43])=[CH:39][CH:38]=1)[C:7]([O:9]CC)=[O:8])([CH3:4])([CH3:3])[CH3:2].[OH-].[Na+].CN(C=O)C.C(O)(=O)C. Product: [C:1]([O:5][C@@H:6]([C:12]1[C:35]([CH3:36])=[CH:34][C:15]2[N:16]=[C:17]([C:19]3[CH:24]=[CH:23][CH:22]=[C:21]([N:25]4[CH:30]=[C:29]([CH3:31])[C:28](=[O:32])[NH:27][C:26]4=[O:33])[CH:20]=3)[S:18][C:14]=2[C:13]=1[C:37]1[CH:42]=[CH:41][C:40]([Cl:43])=[CH:39][CH:38]=1)[C:7]([OH:9])=[O:8])([CH3:2])([CH3:3])[CH3:4]. The catalyst class is: 92. (4) The catalyst class is: 12. Reactant: [C:1]([C:3]1[CH:12]=[C:11]2[C:6]([CH:7]=[C:8]([N:13]3[CH2:18][CH2:17][N:16](C(OC(C)(C)C)=O)[CH2:15][C:14]3=[O:26])[N:9]=[CH:10]2)=[CH:5][CH:4]=1)#[N:2].[ClH:27]. Product: [ClH:27].[O:26]=[C:14]1[CH2:15][NH:16][CH2:17][CH2:18][N:13]1[C:8]1[N:9]=[CH:10][C:11]2[C:6]([CH:7]=1)=[CH:5][CH:4]=[C:3]([C:1]#[N:2])[CH:12]=2.